From a dataset of Forward reaction prediction with 1.9M reactions from USPTO patents (1976-2016). Predict the product of the given reaction. (1) The product is: [N:7]1[CH:12]=[CH:11][CH:10]=[CH:9][C:8]=1[CH2:13][CH2:14][NH:15][C:26]([C:24]1[S:25][C:18]2[C:19](=[N:20][CH:21]=[CH:22][C:17]=2[Cl:16])[CH:23]=1)=[O:27]. Given the reactants N1C=CC=CC=1.[N:7]1[CH:12]=[CH:11][CH:10]=[CH:9][C:8]=1[CH2:13][CH2:14][NH2:15].[Cl:16][C:17]1[CH:22]=[CH:21][N:20]=[C:19]2[CH:23]=[C:24]([C:26]([O-])=[O:27])[S:25][C:18]=12.[Li+], predict the reaction product. (2) Given the reactants B(Br)(Br)Br.[C:5]([C:7]1[S:8][C:9]2[CH:15]=[C:14]([O:16]C)[CH:13]=[CH:12][C:10]=2[CH:11]=1)#[N:6], predict the reaction product. The product is: [C:5]([C:7]1[S:8][C:9]2[CH:15]=[C:14]([OH:16])[CH:13]=[CH:12][C:10]=2[CH:11]=1)#[N:6]. (3) Given the reactants [F:1][C:2]1[C:3]([C:28]2[N:33]=[CH:32][CH:31]=[CH:30][N:29]=2)=[C:4]([C:8]([N:10]2[C@@H:14]3[CH2:15][CH2:16][C@H:11]2[C@H:12]([NH:17][C:18]2[CH:23]=[CH:22][C:21]([C:24]([F:27])([F:26])[F:25])=[CH:20][N:19]=2)[CH2:13]3)=[O:9])[CH:5]=[CH:6][CH:7]=1.[CH3:34]C(C)([O-])C.[Na+].IC, predict the reaction product. The product is: [F:1][C:2]1[C:3]([C:28]2[N:29]=[CH:30][CH:31]=[CH:32][N:33]=2)=[C:4]([C:8]([N:10]2[C@@H:14]3[CH2:15][CH2:16][C@H:11]2[C@H:12]([N:17]([CH3:34])[C:18]2[CH:23]=[CH:22][C:21]([C:24]([F:27])([F:26])[F:25])=[CH:20][N:19]=2)[CH2:13]3)=[O:9])[CH:5]=[CH:6][CH:7]=1. (4) Given the reactants Cl[C:2]1[C:3]2[NH:10][CH:9]=[CH:8][C:4]=2[N:5]=[CH:6][N:7]=1.[O:11]([C:18]1[CH:23]=[CH:22][C:21]([OH:24])=[CH:20][CH:19]=1)[C:12]1[CH:17]=[CH:16][CH:15]=[CH:14][CH:13]=1.O[CH2:26][CH:27]1[CH2:32][CH2:31][N:30]([C:33]([O:35]C(C)(C)C)=O)[CH2:29][CH2:28]1.[C:40](Cl)(=O)[CH:41]=C, predict the reaction product. The product is: [O:11]([C:18]1[CH:19]=[CH:20][C:21]([O:24][C:2]2[C:3]3[N:10]([CH2:26][CH:27]4[CH2:28][CH2:29][N:30]([C:33](=[O:35])[CH:40]=[CH2:41])[CH2:31][CH2:32]4)[CH:9]=[CH:8][C:4]=3[N:5]=[CH:6][N:7]=2)=[CH:22][CH:23]=1)[C:12]1[CH:17]=[CH:16][CH:15]=[CH:14][CH:13]=1. (5) Given the reactants CI.[CH2:3]([C:6]1[C:15]([OH:16])=[CH:14][CH:13]=[C:12]2[C:7]=1[CH2:8][CH2:9][C:10]([CH3:19])([CH3:18])[C:11]2=[O:17])[CH:4]=[CH2:5].[C:20](=O)([O-])[O-].[K+].[K+].CN(C)C=O, predict the reaction product. The product is: [CH2:3]([C:6]1[C:15]([O:16][CH3:20])=[CH:14][CH:13]=[C:12]2[C:7]=1[CH2:8][CH2:9][C:10]([CH3:19])([CH3:18])[C:11]2=[O:17])[CH:4]=[CH2:5]. (6) The product is: [F:11][C:8]1[CH:9]=[CH:10][C:5]2[N:6]([C:2]([N:18]3[CH2:19][CH2:20][N:15]([CH2:14][CH2:13][OH:12])[CH2:16][CH2:17]3)=[N:3][N:4]=2)[CH:7]=1. Given the reactants Cl[C:2]1[N:6]2[CH:7]=[C:8]([F:11])[CH:9]=[CH:10][C:5]2=[N:4][N:3]=1.[OH:12][CH2:13][CH2:14][N:15]1[CH2:20][CH2:19][NH:18][CH2:17][CH2:16]1, predict the reaction product. (7) The product is: [CH3:24][C@@H:20]1[CH2:21][CH2:22][CH2:23][N:19]1[CH2:18][C@H:16]1[CH2:17][C@@H:15]1[C:12]1[CH:13]=[CH:14][C:9]([N:2]2[CH2:6][CH2:5][CH2:4][C:3]2=[O:7])=[CH:10][CH:11]=1. Given the reactants N1[NH:2][C:3](=[O:7])[CH:4]=[CH:5][CH:6]=1.Br[C:9]1[CH:14]=[CH:13][C:12]([C@H:15]2[CH2:17][C@@H:16]2[CH2:18][N:19]2[CH2:23][CH2:22][CH2:21][C@H:20]2[CH3:24])=[CH:11][CH:10]=1.N, predict the reaction product. (8) Given the reactants CON(C)[C:4](=[O:9])[CH2:5][CH:6]([CH3:8])[CH3:7].[CH3:11][C:12]1[CH:20]=[CH:19][C:15]([CH2:16][Mg]Cl)=[CH:14][CH:13]=1, predict the reaction product. The product is: [CH3:7][CH:6]([CH3:8])[CH2:5][C:4](=[O:9])[CH2:11][C:12]1[CH:20]=[CH:19][C:15]([CH3:16])=[CH:14][CH:13]=1.